Dataset: Catalyst prediction with 721,799 reactions and 888 catalyst types from USPTO. Task: Predict which catalyst facilitates the given reaction. Reactant: [C:1]([O:5][C:6]([NH:8][C@@H:9]1[CH2:13][CH2:12][C@:11]([CH2:17][CH2:18][O:19][CH3:20])([C:14]([OH:16])=O)[CH2:10]1)=[O:7])([CH3:4])([CH3:3])[CH3:2].Cl.Cl.[F:23][C:24]([F:38])([F:37])[C:25]1[CH:30]=[CH:29][N:28]=[C:27]([N:31]2[CH2:36][CH2:35][NH:34][CH2:33][CH2:32]2)[CH:26]=1.C(N(CC)CC)C.F[P-](F)(F)(F)(F)F.N1(OC(N(C)C)=[N+](C)C)C2C=CC=CC=2N=N1. Product: [CH3:20][O:19][CH2:18][CH2:17][C@:11]1([C:14]([N:34]2[CH2:35][CH2:36][N:31]([C:27]3[CH:26]=[C:25]([C:24]([F:38])([F:23])[F:37])[CH:30]=[CH:29][N:28]=3)[CH2:32][CH2:33]2)=[O:16])[CH2:12][CH2:13][C@@H:9]([NH:8][C:6](=[O:7])[O:5][C:1]([CH3:2])([CH3:3])[CH3:4])[CH2:10]1. The catalyst class is: 85.